This data is from Full USPTO retrosynthesis dataset with 1.9M reactions from patents (1976-2016). The task is: Predict the reactants needed to synthesize the given product. (1) Given the product [Br:1][C:2]1[CH:3]=[CH:4][C:5]([O:9][CH3:10])=[C:6]([O:8][CH2:12][CH2:13][CH2:14][O:15][CH3:16])[CH:7]=1, predict the reactants needed to synthesize it. The reactants are: [Br:1][C:2]1[CH:3]=[CH:4][C:5]([O:9][CH3:10])=[C:6]([OH:8])[CH:7]=1.Br[CH2:12][CH2:13][CH2:14][O:15][CH3:16].C([O-])([O-])=O.[K+].[K+].CN(C=O)C. (2) Given the product [CH:55]1([NH:58][CH2:59][C@@H:60]2[CH2:65][CH2:64][CH2:63][N:62]([C:30]([C:26]3[C:25]([CH3:33])=[C:24](/[CH:23]=[C:16]4\[C:17](=[O:22])[NH:18][C:19]5[C:15]\4=[CH:14][C:13]([S:10]([CH2:9][C:3]4[C:4]([Cl:8])=[CH:5][CH:6]=[CH:7][C:2]=4[Cl:1])(=[O:12])=[O:11])=[CH:21][CH:20]=5)[NH:28][C:27]=3[CH3:29])=[O:31])[CH2:61]2)[CH2:57][CH2:56]1, predict the reactants needed to synthesize it. The reactants are: [Cl:1][C:2]1[CH:7]=[CH:6][CH:5]=[C:4]([Cl:8])[C:3]=1[CH2:9][S:10]([C:13]1[CH:14]=[C:15]2[C:19](=[CH:20][CH:21]=1)[NH:18][C:17](=[O:22])/[C:16]/2=[CH:23]\[C:24]1[NH:28][C:27]([CH3:29])=[C:26]([C:30](O)=[O:31])[C:25]=1[CH3:33])(=[O:12])=[O:11].C1C=CC2N(O)N=NC=2C=1.CCN=C=NCCCN(C)C.[CH:55]1([NH:58][CH2:59][C@@H:60]2[CH2:65][CH2:64][CH2:63][NH:62][CH2:61]2)[CH2:57][CH2:56]1. (3) Given the product [CH3:27][C:23]1([CH3:28])[CH2:22][CH2:21][C:20]([CH3:29])([CH3:30])[C:19]2[CH:18]=[C:17]([C:15]3[N:16]=[C:12]([CH2:11][CH2:10][C:7]4[CH:6]=[CH:5][C:4]([NH2:1])=[CH:9][CH:8]=4)[O:13][CH:14]=3)[CH:26]=[CH:25][C:24]1=2, predict the reactants needed to synthesize it. The reactants are: [N+:1]([C:4]1[CH:9]=[CH:8][C:7]([CH2:10][CH2:11][C:12]2[O:13][CH:14]=[C:15]([C:17]3[CH:26]=[CH:25][C:24]4[C:23]([CH3:28])([CH3:27])[CH2:22][CH2:21][C:20]([CH3:30])([CH3:29])[C:19]=4[CH:18]=3)[N:16]=2)=[CH:6][CH:5]=1)([O-])=O.O.C(=O)([O-])O. (4) Given the product [Br:1][C:2]1[CH:3]=[C:4]([Cl:19])[C:5]([CH3:8])=[N:6][CH:7]=1, predict the reactants needed to synthesize it. The reactants are: [Br:1][C:2]1[CH:3]=[C:4]([Cl:19])[C:5]([CH:8](C(OCC)=O)C(OCC)=O)=[N:6][CH:7]=1.Cl.